Predict the reactants needed to synthesize the given product. From a dataset of Full USPTO retrosynthesis dataset with 1.9M reactions from patents (1976-2016). (1) Given the product [Br:17][CH2:18][CH2:19][O:16][C:13]1[CH:14]=[CH:15][C:10]([C:8](=[O:9])[CH3:7])=[CH:11][CH:12]=1, predict the reactants needed to synthesize it. The reactants are: C(=O)([O-])[O-].[K+].[K+].[CH3:7][C:8]([C:10]1[CH:11]=[CH:12][C:13]([OH:16])=[CH:14][CH:15]=1)=[O:9].[Br:17][CH2:18][CH2:19]Br. (2) Given the product [C:1]([O:4][C@H:5]1[CH2:22][CH2:21][C@@:20]2([CH3:23])[C@@H:7]([CH2:8][CH2:9][C@:10]3([CH3:40])[C@@H:19]2[CH2:18][CH2:17][C@H:16]2[C@@:11]3([CH3:39])[CH2:12][CH2:13][C@@:14]3([CH:31]([OH:32])[CH:33]=[O:46])[CH2:26][C:25](=[O:27])[C:24]([CH:28]([CH3:30])[CH3:29])=[C:15]32)[C:6]1([CH3:42])[CH3:41])(=[O:3])[CH3:2], predict the reactants needed to synthesize it. The reactants are: [C:1]([O:4][C@H:5]1[CH2:22][CH2:21][C@@:20]2([CH3:23])[C@@H:7]([CH2:8][CH2:9][C@:10]3([CH3:40])[C@@H:19]2[CH2:18][CH2:17][C@H:16]2[C@@:11]3([CH3:39])[CH2:12][CH2:13][C@@:14]3([CH:31]([CH:33]4SCCCS4)[OH:32])[CH2:26][C:25](=[O:27])[C:24]([CH:28]([CH3:30])[CH3:29])=[C:15]32)[C:6]1([CH3:42])[CH3:41])(=[O:3])[CH3:2].C1C(=O)N(Br)C(=[O:46])C1. (3) Given the product [CH3:30][N:25]1[C@H:26]([CH3:29])[CH2:27][CH2:28][N:23]2[C:22](=[O:32])[N:21]=[C:20]([O:15][CH2:14][C:11]3[CH:12]=[CH:13][C:6]([O:5][C:4]4[CH:16]=[CH:17][CH:18]=[C:2]([F:1])[CH:3]=4)=[C:7]([CH:10]=3)[C:8]#[N:9])[CH:31]=[C:24]12, predict the reactants needed to synthesize it. The reactants are: [F:1][C:2]1[CH:3]=[C:4]([CH:16]=[CH:17][CH:18]=1)[O:5][C:6]1[CH:13]=[CH:12][C:11]([CH2:14][OH:15])=[CH:10][C:7]=1[C:8]#[N:9].Cl[C:20]1[CH:31]=[C:24]2[N:25]([CH3:30])[C@H:26]([CH3:29])[CH2:27][CH2:28][N:23]2[C:22](=[O:32])[N:21]=1.